This data is from Forward reaction prediction with 1.9M reactions from USPTO patents (1976-2016). The task is: Predict the product of the given reaction. (1) Given the reactants [NH:1]1[C:11]2[C:6](=[CH:7][CH:8]=[CH:9][CH:10]=2)[C:4](=O)[C:2]1=[O:3].C([O-])(=[O:14])C.[Na+].[CH3:17][O:18][C:19]1[CH:24]=[CH:23][C:22]([CH2:25][C:26](O)=[O:27])=[CH:21][CH:20]=1, predict the reaction product. The product is: [CH3:17][O:18][C:19]1[CH:20]=[CH:21][C:22]([C:25]2[C:26](=[O:27])[NH:1][C:11]3[C:6]([C:4]=2[C:2]([OH:14])=[O:3])=[CH:7][CH:8]=[CH:9][CH:10]=3)=[CH:23][CH:24]=1. (2) Given the reactants CI.[CH2:3]([O:10][C:11]([N:13]1[CH2:18][CH2:17][CH2:16][CH2:15][C@H:14]1[C:19](=[O:37])[NH:20][C@H:21]([C:30]([O:32][C:33]([CH3:36])([CH3:35])[CH3:34])=[O:31])[CH2:22][C:23]1[CH:28]=[CH:27][C:26]([OH:29])=[CH:25][CH:24]=1)=[O:12])[C:4]1[CH:9]=[CH:8][CH:7]=[CH:6][CH:5]=1.[C:38](=O)([O-])[O-].[Cs+].[Cs+], predict the reaction product. The product is: [CH2:3]([O:10][C:11]([N:13]1[CH2:18][CH2:17][CH2:16][CH2:15][C@H:14]1[C:19](=[O:37])[NH:20][C@H:21]([C:30]([O:32][C:33]([CH3:34])([CH3:36])[CH3:35])=[O:31])[CH2:22][C:23]1[CH:28]=[CH:27][C:26]([O:29][CH3:38])=[CH:25][CH:24]=1)=[O:12])[C:4]1[CH:9]=[CH:8][CH:7]=[CH:6][CH:5]=1. (3) Given the reactants Cl[C:2]1[CH:7]=[C:6]([C:8]([F:11])([F:10])[F:9])[N:5]=[C:4]([C:12]2[CH:13]=[N:14][CH:15]=[CH:16][CH:17]=2)[N:3]=1.[NH:18]1[CH:22]=[CH:21][CH:20]=[N:19]1, predict the reaction product. The product is: [N:18]1([C:2]2[CH:7]=[C:6]([C:8]([F:11])([F:10])[F:9])[N:5]=[C:4]([C:12]3[CH:13]=[N:14][CH:15]=[CH:16][CH:17]=3)[N:3]=2)[CH:22]=[CH:21][CH:20]=[N:19]1. (4) Given the reactants Br[C:2]1[C:3]([CH3:10])=[CH:4][C:5]([O:8][CH3:9])=[N:6][CH:7]=1.[Li]CCCC.CN(C)[CH:18]=[O:19], predict the reaction product. The product is: [CH3:9][O:8][C:5]1[CH:4]=[C:3]([CH3:10])[C:2]([CH:18]=[O:19])=[CH:7][N:6]=1.